This data is from Reaction yield outcomes from USPTO patents with 853,638 reactions. The task is: Predict the reaction yield, written as a fraction of the theoretical maximum amount of product (1.0 means a 100% yield; for example, 0.34 means a 34% yield). (1) The reactants are [N:1]([CH2:4][C@@H:5]([NH:9][C:10](=[O:16])[O:11][C:12]([CH3:15])([CH3:14])[CH3:13])[CH2:6][O:7][CH3:8])=[N+]=[N-]. The catalyst is CO.[Pd]. The product is [NH2:1][CH2:4][C@@H:5]([NH:9][C:10](=[O:16])[O:11][C:12]([CH3:14])([CH3:13])[CH3:15])[CH2:6][O:7][CH3:8]. The yield is 0.194. (2) The reactants are CC(OI1(OC(C)=O)(OC(C)=O)OC(=O)C2C1=CC=CC=2)=O.[Cl:23][C:24]1[N:29]=[CH:28][C:27]([NH:30][C:31](=[O:37])[O:32][C:33]([CH3:36])([CH3:35])[CH3:34])=[C:26]([CH:38]([OH:41])[CH2:39][CH3:40])[CH:25]=1. The catalyst is C(Cl)Cl. The product is [Cl:23][C:24]1[N:29]=[CH:28][C:27]([NH:30][C:31](=[O:37])[O:32][C:33]([CH3:34])([CH3:35])[CH3:36])=[C:26]([C:38](=[O:41])[CH2:39][CH3:40])[CH:25]=1. The yield is 0.520. (3) The catalyst is C(OCC)(=O)C.CCCCCC. The product is [C:1]([O:5][C:6](=[O:23])[NH:7][C:8]1[C:9]([CH3:22])=[C:10]([Br:21])[C:11]2[O:15][C:14]([CH3:17])([CH3:16])[CH:13]([N:25]([CH3:26])[CH3:24])[C:12]=2[C:19]=1[CH3:20])([CH3:4])([CH3:3])[CH3:2]. The reactants are [C:1]([O:5][C:6](=[O:23])[NH:7][C:8]1[C:9]([CH3:22])=[C:10]([Br:21])[C:11]2[O:15][C:14]([CH3:17])([CH3:16])[CH:13](O)[C:12]=2[C:19]=1[CH3:20])([CH3:4])([CH3:3])[CH3:2].[CH3:24][NH:25][CH3:26]. The yield is 0.890. (4) The reactants are [Cl:1][C:2]1[CH:3]=[C:4]([NH:16][C:17]2[C:26]3[C:21](=[CH:22][C:23](F)=[C:24]([N+:27]([O-:29])=[O:28])[CH:25]=3)[N:20]=[CH:19][N:18]=2)[CH:5]=[CH:6][C:7]=1[O:8][CH2:9][C:10]1[CH:15]=[CH:14][CH:13]=[CH:12][N:11]=1.[CH3:31][CH2:32][O-:33].[Na+].O. The catalyst is C(O)C. The product is [Cl:1][C:2]1[CH:3]=[C:4]([NH:16][C:17]2[C:26]3[C:21](=[CH:22][C:23]([O:33][CH2:32][CH3:31])=[C:24]([N+:27]([O-:29])=[O:28])[CH:25]=3)[N:20]=[CH:19][N:18]=2)[CH:5]=[CH:6][C:7]=1[O:8][CH2:9][C:10]1[CH:15]=[CH:14][CH:13]=[CH:12][N:11]=1. The yield is 0.849. (5) The reactants are [CH3:1][C:2]1[C:11]2[C:6](=[CH:7][CH:8]=[CH:9][CH:10]=2)[C:5]([C:12]#[N:13])=[CH:4][CH:3]=1.C1C(=O)N([Br:21])C(=O)C1.CC(N=NC(C#N)(C)C)(C#N)C. The catalyst is C(Cl)(Cl)(Cl)Cl.O. The product is [Br:21][CH2:1][C:2]1[C:11]2[C:6](=[CH:7][CH:8]=[CH:9][CH:10]=2)[C:5]([C:12]#[N:13])=[CH:4][CH:3]=1. The yield is 0.520. (6) The reactants are [F:1][C:2]1[CH:11]=[C:10]2[C:5]([CH2:6][CH2:7][C:8](=[O:13])[N:9]2[CH3:12])=[CH:4][C:3]=1B1OC(C)(C)C(C)(C)O1.Br[C:24]1[CH:25]=[C:26]([CH:30]([NH:32][C:33](=[O:36])[CH2:34][CH3:35])[CH3:31])[CH:27]=[N:28][CH:29]=1.C([O-])([O-])=O.[Na+].[Na+].C([O-])(O)=O.[Na+]. The catalyst is CN(C=O)C.CCOC(C)=O.C1C=CC(P(C2C=CC=CC=2)C2C=CC=CC=2)=CC=1.C1C=CC(P(C2C=CC=CC=2)C2C=CC=CC=2)=CC=1.Cl[Pd]Cl. The product is [F:1][C:2]1[CH:11]=[C:10]2[C:5]([CH2:6][CH2:7][C:8](=[O:13])[N:9]2[CH3:12])=[CH:4][C:3]=1[C:24]1[CH:25]=[C:26]([CH:30]([NH:32][C:33](=[O:36])[CH2:34][CH3:35])[CH3:31])[CH:27]=[N:28][CH:29]=1. The yield is 0.200. (7) The reactants are [F:1][C:2]1[C:3]([NH:12][C:13]2[CH:18]=[CH:17][C:16]([C:19]#[C:20][CH2:21][O:22][CH:23]3[CH2:28][CH2:27][CH2:26][CH2:25][O:24]3)=[CH:15][C:14]=2[F:29])=[C:4]([CH:8]=[CH:9][C:10]=1[F:11])[C:5]([OH:7])=O.C1N=CN(C(N2C=NC=C2)=O)C=1.[NH2:42][O:43][CH2:44][CH2:45][OH:46]. No catalyst specified. The product is [F:1][C:2]1[C:3]([NH:12][C:13]2[CH:18]=[CH:17][C:16]([C:19]#[C:20][CH2:21][O:22][CH:23]3[CH2:28][CH2:27][CH2:26][CH2:25][O:24]3)=[CH:15][C:14]=2[F:29])=[C:4]([CH:8]=[CH:9][C:10]=1[F:11])[C:5]([NH:42][O:43][CH2:44][CH2:45][OH:46])=[O:7]. The yield is 0.690.